This data is from Full USPTO retrosynthesis dataset with 1.9M reactions from patents (1976-2016). The task is: Predict the reactants needed to synthesize the given product. (1) The reactants are: [C:1]([O:5][C:6]([N:8]1[CH2:13][CH2:12][N+:11]([O-])([CH2:14][CH2:15][N:16]2[C:21]3[N:22]=[C:23](S(C)=O)[N:24]=[CH:25][C:20]=3[CH:19]=[C:18]([C:29]3[CH:34]=[CH:33][C:32]([C:35]4[CH:40]=[CH:39][CH:38]=[C:37]([CH3:41])[N:36]=4)=[CH:31][C:30]=3[Cl:42])[C:17]2=[O:43])[CH2:10][CH2:9]1)=[O:7])([CH3:4])([CH3:3])[CH3:2].[CH2:45]([NH2:47])[CH3:46].B1(B2OC(C)(C)C(C)(C)O2)OC(C)(C)C(C)(C)O1. Given the product [Cl:42][C:30]1[CH:31]=[C:32]([C:35]2[CH:40]=[CH:39][CH:38]=[C:37]([CH3:41])[N:36]=2)[CH:33]=[CH:34][C:29]=1[C:18]1[C:17](=[O:43])[N:16]([CH2:15][CH2:14][N:11]2[CH2:12][CH2:13][N:8]([C:6]([O:5][C:1]([CH3:4])([CH3:3])[CH3:2])=[O:7])[CH2:9][CH2:10]2)[C:21]2[N:22]=[C:23]([NH:47][CH2:45][CH3:46])[N:24]=[CH:25][C:20]=2[CH:19]=1, predict the reactants needed to synthesize it. (2) Given the product [CH3:1][O:2][C:3](=[O:16])[C:4]1[CH:9]=[C:8]([C:17]#[N:18])[N:7]=[C:6]([NH:11][C@H:12]([CH2:14][CH3:15])[CH3:13])[CH:5]=1, predict the reactants needed to synthesize it. The reactants are: [CH3:1][O:2][C:3](=[O:16])[C:4]1[CH:9]=[C:8](Cl)[N:7]=[C:6]([NH:11][C@H:12]([CH2:14][CH3:15])[CH3:13])[CH:5]=1.[CH3:17][N:18](C)C(=O)C. (3) Given the product [O:46]1[CH2:47][CH2:48][N:43]([C:2]2[CH:3]=[C:4]([NH2:8])[CH:5]=[N:6][CH:7]=2)[CH2:44][CH2:45]1, predict the reactants needed to synthesize it. The reactants are: Br[C:2]1[CH:3]=[C:4]([NH2:8])[CH:5]=[N:6][CH:7]=1.CC(C1C=C(C(C)C)C(C2C=CC=CC=2P(C2CCCCC2)C2CCCCC2)=C(C(C)C)C=1)C.[NH:43]1[CH2:48][CH2:47][O:46][CH2:45][CH2:44]1.C[Si]([N-][Si](C)(C)C)(C)C.[Li+]. (4) Given the product [O:11]([C:5]1[CH:10]=[CH:9][CH:8]=[CH:7][CH:6]=1)[C:2]#[N:1], predict the reactants needed to synthesize it. The reactants are: [N:1]#[C:2]Br.O.[C:5]1([OH:11])[CH:10]=[CH:9][CH:8]=[CH:7][CH:6]=1.C(N(CC)CC)C. (5) Given the product [Cl:50][C:48]1[CH:11]=[CH:10][C:9]2[N:8]=[CH:7][C:6]3[CH2:12][N:13]([CH3:14])[C:30](=[O:32])[N:15]([CH:16]4[CH2:17][CH2:18][N:19]([C:22]([O:24][C:25]([CH3:26])([CH3:28])[CH3:27])=[O:23])[CH2:20][CH2:21]4)[C:5]=3[C:4]=2[N:3]=1, predict the reactants needed to synthesize it. The reactants are: ClC1[N:3]=[C:4]2[C:9](=[CH:10][CH:11]=1)[N:8]=[CH:7][C:6]([CH2:12][NH:13][CH3:14])=[C:5]2[NH:15][CH:16]1[CH2:21][CH2:20][N:19]([C:22]([O:24][C:25]([CH3:28])([CH3:27])[CH3:26])=[O:23])[CH2:18][CH2:17]1.Cl[C:30](Cl)([O:32]C(=O)OC(Cl)(Cl)Cl)Cl.C(N(CC)CC)C.[CH2:48]([Cl:50])Cl. (6) Given the product [C:17]([C:15]1[CH:14]=[N:13][C:12]2[N:11]([N:10]=[CH:9][C:8]=2[C:6]([OH:5])=[O:7])[CH:16]=1)(=[O:1])[NH2:18], predict the reactants needed to synthesize it. The reactants are: [OH-:1].[Na+].C([O:5][C:6]([C:8]1[CH:9]=[N:10][N:11]2[CH:16]=[C:15]([C:17]#[N:18])[CH:14]=[N:13][C:12]=12)=[O:7])C.Cl.